From a dataset of Catalyst prediction with 721,799 reactions and 888 catalyst types from USPTO. Predict which catalyst facilitates the given reaction. (1) Reactant: [Br:1][C:2]1[C:3]([C@:8]([NH:23][S@:24]([C:26]([CH3:29])([CH3:28])[CH3:27])=[O:25])([C:11]2[CH:16]=[CH:15][C:14]([O:17][C:18]([F:21])([F:20])[F:19])=[C:13]([F:22])[CH:12]=2)[CH:9]=[CH2:10])=[N:4][CH:5]=[CH:6][CH:7]=1.[OH2:30].C[N+]1([O-])CC[O:35]CC1. Product: [Br:1][C:2]1[C:3]([C@:8]([NH:23][S@:24]([C:26]([CH3:29])([CH3:28])[CH3:27])=[O:25])([C:11]2[CH:16]=[CH:15][C:14]([O:17][C:18]([F:21])([F:19])[F:20])=[C:13]([F:22])[CH:12]=2)[CH:9]([OH:35])[CH2:10][OH:30])=[N:4][CH:5]=[CH:6][CH:7]=1. The catalyst class is: 20. (2) Reactant: [Cl:1][C:2]1[CH:7]=[C:6]([CH3:8])[CH:5]=[CH:4][N:3]=1.C1C=C(Cl)C=C(C(OO)=[O:17])C=1. Product: [Cl:1][C:2]1[CH:7]=[C:6]([CH3:8])[CH:5]=[CH:4][N+:3]=1[O-:17]. The catalyst class is: 2. (3) The catalyst class is: 10. Reactant: Cl[CH2:2][CH2:3][S:4][C:5]1[NH:13][C:12]2[C:11](=[O:14])[N:10]([CH2:15][CH2:16][CH2:17][CH2:18][C@H:19]([OH:21])[CH3:20])[C:9](=[O:22])[N:8]([CH3:23])[C:7]=2[N:6]=1.C(=O)([O-])[O-].[K+].[K+]. Product: [OH:21][C@H:19]([CH3:20])[CH2:18][CH2:17][CH2:16][CH2:15][N:10]1[C:11](=[O:14])[C:12]2[N:13]3[CH2:2][CH2:3][S:4][C:5]3=[N:6][C:7]=2[N:8]([CH3:23])[C:9]1=[O:22]. (4) Reactant: I[C:2]1[N:6]2[CH:7]=[CH:8][C:9]([Cl:11])=[CH:10][C:5]2=[N:4][CH:3]=1.[NH2:12][CH2:13][C:14]1[CH:19]=[CH:18][C:17](B(O)O)=[CH:16][CH:15]=1.[CH3:23][C:24]([O:27][C:28](O[C:28]([O:27][C:24]([CH3:26])([CH3:25])[CH3:23])=[O:29])=[O:29])([CH3:26])[CH3:25]. Product: [C:24]([O:27][C:28](=[O:29])[NH:12][CH2:13][C:14]1[CH:19]=[CH:18][C:17]([C:2]2[N:6]3[CH:7]=[CH:8][C:9]([Cl:11])=[CH:10][C:5]3=[N:4][CH:3]=2)=[CH:16][CH:15]=1)([CH3:26])([CH3:25])[CH3:23]. The catalyst class is: 755. (5) Reactant: C([O-])([O-])=O.[Na+].[Na+].Cl[C:8]1[CH:12]=[CH:11][O:10][C:9]=1[C:13]1[CH:17]([C:18]2[CH:23]=[CH:22][CH:21]=[CH:20][CH:19]=2)[C:16]([C:25]([O:27]C)=[O:26])(O)[O:15][N:14]=1.[ClH:29]. Product: [Cl:29][C:11]1[O:10][C:9]([C:13]2[C:17]([C:18]3[CH:23]=[CH:22][CH:21]=[CH:20][CH:19]=3)=[C:16]([C:25]([OH:27])=[O:26])[O:15][N:14]=2)=[CH:8][CH:12]=1. The catalyst class is: 72.